Dataset: Forward reaction prediction with 1.9M reactions from USPTO patents (1976-2016). Task: Predict the product of the given reaction. (1) Given the reactants Cl[C:2]1[N:7]=[C:6]([NH:8][C:9]2[CH:13]=[C:12]([O:14][CH:15]([CH3:17])[CH3:16])[NH:11][N:10]=2)[C:5]([N+:18]([O-:20])=[O:19])=[CH:4][CH:3]=1.[F:21][C:22]1[CH:27]=[CH:26][C:25]([C@@H:28]([NH2:30])[CH3:29])=[CH:24][CH:23]=1.CCN(C(C)C)C(C)C, predict the reaction product. The product is: [F:21][C:22]1[CH:27]=[CH:26][C:25]([C@@H:28]([NH:30][C:2]2[N:7]=[C:6]([NH:8][C:9]3[CH:13]=[C:12]([O:14][CH:15]([CH3:17])[CH3:16])[NH:11][N:10]=3)[C:5]([N+:18]([O-:20])=[O:19])=[CH:4][CH:3]=2)[CH3:29])=[CH:24][CH:23]=1. (2) The product is: [F:4][C:5]1[CH:24]=[CH:23][CH:22]=[C:21]([F:25])[C:6]=1/[CH:7]=[CH:8]/[C:9]1[CH:17]=[CH:16][C:12]([N:13]([CH3:14])[CH3:15])=[CH:11][C:10]=1[NH2:18]. Given the reactants Cl[Sn]Cl.[F:4][C:5]1[CH:24]=[CH:23][CH:22]=[C:21]([F:25])[C:6]=1/[CH:7]=[CH:8]/[C:9]1[CH:17]=[CH:16][C:12]([N:13]([CH3:15])[CH3:14])=[CH:11][C:10]=1[N+:18]([O-])=O, predict the reaction product. (3) Given the reactants [O:1]1[CH:5]=[CH:4][C:3](B(O)O)=[CH:2]1.Br[C:10]1[CH:11]=[N:12][C:13]([N:16]2[CH:22]3[CH2:23][CH2:24][N:19]([CH2:20][CH2:21]3)[CH2:18][CH2:17]2)=[N:14][CH:15]=1, predict the reaction product. The product is: [O:1]1[CH:5]=[CH:4][C:3]([C:10]2[CH:15]=[N:14][C:13]([N:16]3[CH:22]4[CH2:23][CH2:24][N:19]([CH2:20][CH2:21]4)[CH2:18][CH2:17]3)=[N:12][CH:11]=2)=[CH:2]1.